From a dataset of Experimentally validated miRNA-target interactions with 360,000+ pairs, plus equal number of negative samples. Binary Classification. Given a miRNA mature sequence and a target amino acid sequence, predict their likelihood of interaction. (1) The miRNA is hsa-miR-98-5p with sequence UGAGGUAGUAAGUUGUAUUGUU. The protein sequence of the target gene is MRAPGALLARMSRLLLLLLLKVSASSALGVAPASRNETCLGESCAPTVIQRRGRDAWGPGNSARDVLRARAPREEQGAAFLAGPSWDLPAAPGRDPAAGRGAEASAAGPPGPPTRPPGPWRWKGARGQEPSETLGRGNPTALQLFLQISEEEEKGPRGAGISGRSQEQSVKTVPGASDLFYWPRRAGKLQGSHHKPLSKTANGLAGHEGWTIALPGRALAQNGSLGEGIHEPGGPRRGNSTNRRVRLKNPFYPLTQESYGAYAVMCLSVVIFGTGIIGNLAVMCIVCHNYYMRSISNSLL.... Result: 1 (interaction). (2) The miRNA is hsa-miR-1246 with sequence AAUGGAUUUUUGGAGCAGG. Result: 1 (interaction). The protein sequence of the target gene is MGDSDDEYDRRRRDKFRRERSDYDRSRERDERRRGDDWNDREWDRGRERRSRGEYRDYDRNRRERFSPPRHELSPPQKRMRRDWDEHSSDPYHSGYEMPYAGGGGGPTYGPPQPWGHPDVHIMQHHVLPIQARLGSIAEIDLGVPPPVMKTFKEFLLSLDDSVDETEAVKRYNDYKLDFRRQQMQDFFLAHKDEEWFRSKYHPDEVGKRRQEARGALQNRLRVFLSLMETGWFDNLLLDIDKADAIVKMLDAAVIKMEGGTENDLRILEQEEEEEQAGKPGEPSKKEEGRAGAGLGDGER.... (3) The miRNA is cel-miR-53-5p with sequence CACCCGUACAUUUGUUUCCGUGCU. The protein sequence of the target gene is MRIFIAFEGSFEAFDVEAHTSVGAIKQMIKDYFHIPLSEDKQGRWYLELMYAGAALRNSWSLSDVGISFCSTLKCFVKKEDKPTLYVFNAVTQEMMPIMENMSLLDKKVSDLRMLVTLRCGFPVSVYCLRTPTGLEMYDCNTLKDYQTDIGTTLRLDVWDGWKEFLMGCLLGQKPKVQHYLSKEGPVLKYGS. Result: 0 (no interaction). (4) The miRNA is hsa-miR-92b-3p with sequence UAUUGCACUCGUCCCGGCCUCC. The protein sequence of the target gene is MQIWETSQGVGRGGSGFASYFCLNSPALDTAAAAGAAGRGSGGLGPALPAASPPPPGPTAPAALPPALLTALGPAAEGARRLHKSPSLSSSSSSSSSNAESGTESPGCSSSSSSSASLGRPGGGRGGAFFNFADGAPSAPGTANGHPGPRGPAPAGSPSQHQFHPGRRKRENKASTYGLNYLLSGSRAAALSGGGGPGAQAPRPGTPWKSRAYSPGIQGLHEEIIDFYNFMSPCPEEAAMRREVVKRIETVVKDLWPTADVQIFGSFSTGLYLPTSDIDLVVFGKWERPPLQLLEQALRK.... Result: 1 (interaction). (5) The miRNA is hsa-miR-6788-5p with sequence CUGGGAGAAGAGUGGUGAAGA. The protein sequence of the target gene is MPKRRDILAIVLIVLPWTLLITVWHQSSLAPLLAVHKDEGSDPRHEAPPGADPREYCMSDRDIVEVVRTEYVYTRPPPWSDTLPTIHVVTPTYSRPVQKAELTRMANTLLHVPNLHWLVVEDAPRRTPLTARLLRDTGLNYTHLHVETPRNYKLRGDARDPRIPRGTMQRNLALRWLRETFPRNSTQPGVVYFADDDNTYSLELFEEMRSTRRVSVWPVAFVGGLRYEAPRVNGAGKVVGWKTVFDPHRPFAIDMAGFAVNLRLILQRSQAYFKLRGVKGGYQESSLLRELVTLNDLEPK.... Result: 0 (no interaction). (6) The miRNA is hsa-miR-4463 with sequence GAGACUGGGGUGGGGCC. The protein sequence of the target gene is MALQLLLAVFSCVLLLPQPAFGITRHYTLEIKMQNVTRLCHTKSLVSVNGQFPGPKLIAREGDQVLIKVVNQVPNNISLHWHGIRQLRSGWADGPAYITQCPIQTGQSYVYNYTIVGQRGTLWYHAHISWLRSTVYGPLIILPKRGVPYPFAKPHKEVPMIFGEWFNADTEAIIRQATQTGGGPNVSDAYTINGLPGPLYNCSAKDTFRLRVKPGKTYLLRLINAALNDELFFSIANHTVTVVEADAIYVKPFETETILIAPGQTTNVLLKTKSSYPSASFFMTARPYVTGQGTFDNSTV.... Result: 0 (no interaction). (7) The miRNA is mmu-miR-320-3p with sequence AAAAGCUGGGUUGAGAGGGCGA. The protein sequence of the target gene is MARISFSYLCPASWYFTVPTVSPFLRQRVAFLGLFFIPCVLLLLLIMDLRHWATSLPRDRQYERYLARVGDLEATNTEDPNLNYGLVVDCGSSGSRIFVYFWPRHNGNPHDLLDIKQMRDRNSQPVVKKIKPGISAMADTPEHASDYLRPLLSFAAAHVPVKKHRETPLYILCTAGMRLLPERQQLAILADLVKDLPLEFDFLFSQSQAEVISGKQEGVYAWIGINFVLGRFDHEDESDSDTSVDSAAGRRRTVGILDMGGASLQIAYEVPTSASDLPPKQEEAAKILLAEFNLGCDVQH.... Result: 0 (no interaction).